Dataset: Forward reaction prediction with 1.9M reactions from USPTO patents (1976-2016). Task: Predict the product of the given reaction. (1) Given the reactants [N:1]1[CH:6]=[CH:5][CH:4]=[N:3][C:2]=1[SH:7].[Cl:8][C:9]1[N:14]=[C:13](Cl)[CH:12]=[CH:11][N:10]=1, predict the reaction product. The product is: [Cl:8][C:9]1[N:14]=[C:13]([S:7][C:2]2[N:3]=[CH:4][CH:5]=[CH:6][N:1]=2)[CH:12]=[CH:11][N:10]=1. (2) Given the reactants [N+:1]([C:4]1[CH:15]=[C:8]2[C:9]([O:11][C:12](=O)[NH:13][C:7]2=[CH:6][CH:5]=1)=[O:10])([O-:3])=[O:2].C[O-].[Na+].[CH:19]1([C:22](Cl)=[O:23])[CH2:21][CH2:20]1.O, predict the reaction product. The product is: [CH3:12][O:11][C:9](=[O:10])[C:8]1[CH:15]=[C:4]([N+:1]([O-:3])=[O:2])[CH:5]=[CH:6][C:7]=1[NH:13][C:22]([CH:19]1[CH2:21][CH2:20]1)=[O:23].